Dataset: Catalyst prediction with 721,799 reactions and 888 catalyst types from USPTO. Task: Predict which catalyst facilitates the given reaction. (1) Product: [ClH:1].[ClH:40].[ClH:1].[Cl:1][C:2]1[CH:3]=[N:4][C:5]2[NH:6][C:7]3[CH:8]=[N:9][CH:10]=[C:11]([CH:37]=3)[CH2:12][CH2:13][C:14]3[CH:22]=[C:18]([NH:19][C:20]=1[N:21]=2)[CH:17]=[CH:16][C:15]=3[O:23][CH2:24][CH:25]1[CH2:29][CH2:28][NH:27][CH2:26]1. The catalyst class is: 12. Reactant: [Cl:1][C:2]1[CH:3]=[N:4][C:5]2[NH:6][C:7]3[CH:8]=[N:9][CH:10]=[C:11]([CH:37]=3)[CH2:12][CH2:13][C:14]3[CH:22]=[C:18]([NH:19][C:20]=1[N:21]=2)[CH:17]=[CH:16][C:15]=3[O:23][CH2:24][CH:25]1[CH2:29][CH2:28][N:27](C(OC(C)(C)C)=O)[CH2:26]1.CO.[ClH:40]. (2) Reactant: [Br:1][C:2]1[CH:7]=[CH:6][C:5]([CH2:8][C:9]#[N:10])=[CH:4][CH:3]=1.Br[CH2:12][CH2:13]Cl.[OH-].[Na+]. Product: [Br:1][C:2]1[CH:7]=[CH:6][C:5]([C:8]2([C:9]#[N:10])[CH2:13][CH2:12]2)=[CH:4][CH:3]=1. The catalyst class is: 6. (3) Reactant: I[C:2]1[CH:9]=[CH:8][C:5]([C:6]#[N:7])=[C:4]([F:10])[CH:3]=1.C([Mg:14][Cl:15])(C)C.[Li+].[Cl-]. Product: [C:6]([C:5]1[CH:8]=[CH:9][C:2]([Mg:14][Cl:15])=[CH:3][C:4]=1[F:10])#[N:7]. The catalyst class is: 1. (4) Reactant: [CH3:1][O:2][C:3]([C@H:5]1[CH2:10][CH2:9][CH2:8][C:7](=[O:11])[N:6]1[C:12]([O:14][C:15]([CH3:18])([CH3:17])[CH3:16])=[O:13])=[O:4].[Cl:19][C:20]1[CH:25]=[CH:24][C:23]([Mg]Br)=[CH:22][CH:21]=1. Product: [C:15]([O:14][C:12]([NH:6][C@H:5]([CH2:10][CH2:9][CH2:8][C:7]([C:23]1[CH:24]=[CH:25][C:20]([Cl:19])=[CH:21][CH:22]=1)=[O:11])[C:3]([O:2][CH3:1])=[O:4])=[O:13])([CH3:18])([CH3:17])[CH3:16]. The catalyst class is: 1. (5) Reactant: [CH3:1][C:2]1[C:3]([C:11]2[S:15][C:14]([C:16]([OH:18])=O)=[CH:13][CH:12]=2)=[N:4][O:5][C:6]=1[C:7]([F:10])([F:9])[F:8].Cl.[OH:20][C@@H:21]1[CH2:26][CH2:25][CH2:24][NH:23][CH2:22]1.C1COCC1.N1CCCCC1. Product: [OH:20][C@@H:21]1[CH2:26][CH2:25][CH2:24][N:23]([C:16]([C:14]2[S:15][C:11]([C:3]3[C:2]([CH3:1])=[C:6]([C:7]([F:8])([F:9])[F:10])[O:5][N:4]=3)=[CH:12][CH:13]=2)=[O:18])[CH2:22]1. The catalyst class is: 66. (6) Reactant: [CH:1]1([N:6]2[C:11]3=[N:12][C:13]([NH:16][CH2:17][CH2:18][CH2:19][CH2:20][N:21]([CH2:24][CH3:25])[CH2:22][CH3:23])=[N:14][CH:15]=[C:10]3[CH2:9][N:8]([C:26]3[C:31]([F:32])=[C:30]([O:33]C)[CH:29]=[C:28]([O:35][CH3:36])[C:27]=3[F:37])[C:7]2=[O:38])[CH2:5][CH2:4][CH2:3][CH2:2]1.ClCCl.O.Cl. Product: [CH:1]1([N:6]2[C:11]3=[N:12][C:13]([NH:16][CH2:17][CH2:18][CH2:19][CH2:20][N:21]([CH2:22][CH3:23])[CH2:24][CH3:25])=[N:14][CH:15]=[C:10]3[CH2:9][N:8]([C:26]3[C:27]([F:37])=[C:28]([O:35][CH3:36])[CH:29]=[C:30]([OH:33])[C:31]=3[F:32])[C:7]2=[O:38])[CH2:5][CH2:4][CH2:3][CH2:2]1. The catalyst class is: 9. (7) Reactant: [CH2:1]([O:3][C:4]([CH:6]1[CH2:10][CH2:9][CH2:8][C:7]1=O)=[O:5])[CH3:2].[CH2:12]([NH2:20])[CH2:13][C:14]1[CH:19]=[CH:18][CH:17]=[CH:16][CH:15]=1.C([BH3-])#N.[Na+]. Product: [CH2:1]([O:3][C:4]([CH:6]1[CH2:10][CH2:9][CH2:8][CH:7]1[NH:20][CH2:12][CH2:13][C:14]1[CH:19]=[CH:18][CH:17]=[CH:16][CH:15]=1)=[O:5])[CH3:2]. The catalyst class is: 212.